This data is from Forward reaction prediction with 1.9M reactions from USPTO patents (1976-2016). The task is: Predict the product of the given reaction. (1) Given the reactants [CH3:1][C:2]1[NH:7][C:6](=[O:8])[C:5]([C:9]#[N:10])=[C:4]([CH2:11][CH2:12][CH3:13])[CH:3]=1.[ClH:14], predict the reaction product. The product is: [ClH:14].[NH2:10][CH2:9][C:5]1[C:6](=[O:8])[NH:7][C:2]([CH3:1])=[CH:3][C:4]=1[CH2:11][CH2:12][CH3:13]. (2) Given the reactants [C:1]([NH:8][C@H:9]([C:17]([OH:19])=O)[CH2:10][C:11]1[CH:16]=[CH:15][N:14]=[CH:13][CH:12]=1)([O:3][C:4]([CH3:7])([CH3:6])[CH3:5])=[O:2].C[N:21]1[CH2:26][CH2:25]O[CH2:23][CH2:22]1.ClC(OCC(C)C)=O.N1CCCC1, predict the reaction product. The product is: [O:19]=[C:17]([N:21]1[CH2:26][CH2:25][CH2:23][CH2:22]1)[C@@H:9]([NH:8][C:1](=[O:2])[O:3][C:4]([CH3:5])([CH3:6])[CH3:7])[CH2:10][C:11]1[CH:12]=[CH:13][N:14]=[CH:15][CH:16]=1. (3) Given the reactants [CH3:1][NH:2][C:3](=[O:27])[C:4]1[CH:9]=[C:8]([O:10][C:11]2[CH:26]=[CH:25][C:14]3[N:15]=[C:16]([NH:18][C@H:19]4[CH2:24][CH2:23][CH2:22][NH:21][CH2:20]4)[S:17][C:13]=3[CH:12]=2)[CH:7]=[CH:6][N:5]=1.CCN(C(C)C)C(C)C.[N:37]([CH:40]([CH3:42])[CH3:41])=[C:38]=[O:39], predict the reaction product. The product is: [CH:40]([NH:37][C:38]([N:21]1[CH2:22][CH2:23][CH2:24][C@H:19]([NH:18][C:16]2[S:17][C:13]3[CH:12]=[C:11]([O:10][C:8]4[CH:7]=[CH:6][N:5]=[C:4]([C:3]([NH:2][CH3:1])=[O:27])[CH:9]=4)[CH:26]=[CH:25][C:14]=3[N:15]=2)[CH2:20]1)=[O:39])([CH3:42])[CH3:41]. (4) Given the reactants [CH3:1][O:2][C:3]1[C:4]([CH3:16])=[C:5]([CH2:9][CH2:10]C(OCC)=O)[CH:6]=[CH:7][CH:8]=1.[OH-:17].[Na+].C[CH2:20][OH:21], predict the reaction product. The product is: [CH3:1][O:2][C:3]1[C:4]([CH3:16])=[C:5]([CH:9]([CH3:10])[C:20]([OH:21])=[O:17])[CH:6]=[CH:7][CH:8]=1. (5) The product is: [CH3:8][C@@H:9]([O:13][C:14]1[N:22]=[C:21]2[C:17]([N:18]=[C:19]([O:23][CH3:24])[N:20]2[CH2:27][CH2:28][CH:29]2[CH2:33][CH2:32][CH2:31][O:30]2)=[C:16]([NH2:25])[N:15]=1)[CH2:10][CH2:11][CH3:12]. Given the reactants FC(F)(F)C(O)=O.[CH3:8][C@@H:9]([O:13][C:14]1[NH:15][C:16]([NH2:25])=[C:17]2[C:21]([N:22]=1)=[N:20][C:19]([O:23][CH3:24])=[N:18]2)[CH2:10][CH2:11][CH3:12].Br[CH2:27][CH2:28][CH:29]1[CH2:33][CH2:32][CH2:31][O:30]1, predict the reaction product.